Dataset: Full USPTO retrosynthesis dataset with 1.9M reactions from patents (1976-2016). Task: Predict the reactants needed to synthesize the given product. (1) Given the product [F:15][C:16]1[CH:17]=[CH:18][C:19]2[N:20]([C:4]([C:3]#[N:2])=[CH:5][N:22]=2)[CH:21]=1, predict the reactants needed to synthesize it. The reactants are: Br[N:2]1C(=O)[CH2:5][CH2:4][C:3]1=O.CO/C=C/C#N.[F:15][C:16]1[CH:17]=[CH:18][C:19]([NH2:22])=[N:20][CH:21]=1. (2) Given the product [NH2:1][C:2]1[C:11]2[C:6](=[CH:7][CH:8]=[CH:9][C:10]=2[O:12][CH2:13][C@@H:14]([NH:18][C:35]([C:31]2[C:27]3[O:28][CH2:29][CH2:30][O:25][C:26]=3[CH:34]=[CH:33][CH:32]=2)=[O:36])[CH:15]([CH3:17])[CH3:16])[N:5]=[C:4]([CH3:19])[C:3]=1[C:20]([O:22][CH2:23][CH3:24])=[O:21], predict the reactants needed to synthesize it. The reactants are: [NH2:1][C:2]1[C:11]2[C:6](=[CH:7][CH:8]=[CH:9][C:10]=2[O:12][CH2:13][C@@H:14]([NH2:18])[CH:15]([CH3:17])[CH3:16])[N:5]=[C:4]([CH3:19])[C:3]=1[C:20]([O:22][CH2:23][CH3:24])=[O:21].[O:25]1[CH2:30][CH2:29][O:28][C:27]2[C:31]([C:35](O)=[O:36])=[CH:32][CH:33]=[CH:34][C:26]1=2.